From a dataset of Full USPTO retrosynthesis dataset with 1.9M reactions from patents (1976-2016). Predict the reactants needed to synthesize the given product. (1) The reactants are: [Mg].Br[CH2:3][CH2:4]Br.Br[C:7]1[CH2:8][C:9]2[C:14]([CH:15]=1)=[CH:13][CH:12]=[CH:11][CH:10]=2.Cl[Si:17]([CH3:23])([CH3:22])[Si:18]([CH3:21])([CH3:20])Cl. Given the product [CH2:8]1[C:9]2[C:14](=[CH:13][CH:12]=[CH:11][CH:10]=2)[CH:15]=[C:7]1[Si:17]([CH3:23])([CH3:22])[Si:18]([C:12]1[CH2:13][C:14]2[C:3]([CH:4]=1)=[CH:9][CH:8]=[CH:7][CH:15]=2)([CH3:21])[CH3:20], predict the reactants needed to synthesize it. (2) Given the product [Cl:30][CH2:28][C:26]([N:24]([C:23]1[CH:22]=[CH:21][C:3]([O:2][CH3:1])=[CH:4][CH:5]=1)[CH3:25])=[O:14], predict the reactants needed to synthesize it. The reactants are: [CH3:1][O:2][C:3]1C=CC(NC)=[CH:5][CH:4]=1.BrCC(O)=[O:14].CCN=C=N[CH2:21][CH2:22][CH2:23][N:24]([CH3:26])[CH3:25].Cl.[CH2:28]([Cl:30])Cl. (3) Given the product [NH2:1][C:2]1[C:11]2[N:10]=[CH:9][C:8]([CH2:12][CH2:13][C:14]3[CH:15]=[CH:16][C:17]([O:20][CH3:21])=[CH:18][CH:19]=3)=[CH:7][C:6]=2[C:5]2[CH:22]=[CH:23][C:24]([CH2:26][OH:27])=[CH:25][C:4]=2[N:3]=1, predict the reactants needed to synthesize it. The reactants are: [NH2:1][C:2]1[C:11]2[N:10]=[CH:9][C:8]([CH2:12][CH2:13][C:14]3[CH:19]=[CH:18][C:17]([O:20][CH3:21])=[CH:16][CH:15]=3)=[CH:7][C:6]=2[C:5]2[CH:22]=[CH:23][C:24]([C:26](OC)=[O:27])=[CH:25][C:4]=2[N:3]=1. (4) Given the product [ClH:25].[CH:1]1([CH2:4][N:5]2[C:13]3[CH:12]=[CH:11][CH:10]=[CH:9][C:8]=3[C:7]3[CH2:14][NH:15][CH2:16][CH2:17][C:6]2=3)[CH2:2][CH2:3]1.[ClH:25], predict the reactants needed to synthesize it. The reactants are: [CH:1]1([CH2:4][N:5]2[C:13]3[CH:12]=[CH:11][CH:10]=[CH:9][C:8]=3[C:7]3[CH2:14][N:15](C(OC(C)(C)C)=O)[CH2:16][CH2:17][C:6]2=3)[CH2:3][CH2:2]1.[ClH:25].